From a dataset of Forward reaction prediction with 1.9M reactions from USPTO patents (1976-2016). Predict the product of the given reaction. (1) The product is: [Br:1][C:2]1[CH:3]=[C:4]([CH:8]([N:12]([C:13]([O:15][C:16]([CH3:19])([CH3:18])[CH3:17])=[O:14])[CH3:22])[C:9]([OH:11])=[O:10])[CH:5]=[CH:6][CH:7]=1. Given the reactants [Br:1][C:2]1[CH:3]=[C:4]([CH:8]([NH:12][C:13]([O:15][C:16]([CH3:19])([CH3:18])[CH3:17])=[O:14])[C:9]([OH:11])=[O:10])[CH:5]=[CH:6][CH:7]=1.[H-].[Na+].[CH3:22]I.[Cl-].[Na+].Cl, predict the reaction product. (2) Given the reactants [CH3:1][O:2]C1C=C(C2C(N3CCNCC3)=C3C=CNC3=NC=2)C=CC=1.[C:24]([O:28][C:29]([N:31]([CH:44]([CH3:46])[CH3:45])C[C@H](C1C=CC(Cl)=CC=1)C(O)=O)=[O:30])([CH3:27])(C)C.C1C=CC2N(O)N=NC=2C=1.O.CCN=C=NCCCN(C)C.CCN(C(C)C)C(C)C, predict the reaction product. The product is: [O:2]=[CH:1][CH2:27][CH2:24][O:28][C:29](=[O:30])[NH:31][CH:44]([CH3:45])[CH3:46]. (3) Given the reactants [Cl:1][C:2]1[CH:11]=[N:10][C:9]2[C:4](=[CH:5][CH:6]=[C:7]([OH:12])[CH:8]=2)[N:3]=1.C(=O)([O-])[O-].[K+].[K+].Br[CH2:20][CH2:21][O:22][Si:23]([C:26]([CH3:29])([CH3:28])[CH3:27])([CH3:25])[CH3:24], predict the reaction product. The product is: [Si:23]([O:22][CH2:21][CH2:20][O:12][C:7]1[CH:8]=[C:9]2[C:4](=[CH:5][CH:6]=1)[N:3]=[C:2]([Cl:1])[CH:11]=[N:10]2)([C:26]([CH3:29])([CH3:28])[CH3:27])([CH3:25])[CH3:24].